This data is from Reaction yield outcomes from USPTO patents with 853,638 reactions. The task is: Predict the reaction yield, written as a fraction of the theoretical maximum amount of product (1.0 means a 100% yield; for example, 0.34 means a 34% yield). (1) The reactants are Br[C:2]1[N:3]=[CH:4][C:5]([O:11][CH3:12])=[C:6]2[CH:10]=[CH:9][NH:8][C:7]=12.[Cl:13][C:14]1[CH:15]=[N:16][NH:17][CH:18]=1.C(=O)([O-])[O-].[K+].[K+].CN[C@@H]1CCCC[C@H]1NC. The catalyst is O1CCOCC1.[Cu]I. The product is [Cl:13][C:14]1[CH:15]=[N:16][N:17]([C:2]2[N:3]=[CH:4][C:5]([O:11][CH3:12])=[C:6]3[CH:10]=[CH:9][NH:8][C:7]=23)[CH:18]=1. The yield is 0.721. (2) The reactants are [NH:1]1[C:10]2[C:5](=[CH:6][CH:7]=[CH:8][CH:9]=2)[CH2:4]C[CH:2]1C=O.[CH:13]1([NH2:19])[CH2:18][CH2:17][CH2:16][CH2:15][CH2:14]1.[CH3:20][CH2:21][CH2:22]CCC. The catalyst is CO. The product is [NH:19]1[C:13]2[C:18](=[CH:17][CH:16]=[CH:15][C:14]=2/[CH:2]=[N:1]/[CH:10]2[CH2:9][CH2:8][CH2:7][CH2:6][CH:5]2[CH3:4])[CH2:22][CH2:21][CH2:20]1. The yield is 0.500. (3) The reactants are [NH2:1][C:2]1[CH:7]=[C:6]([O:8][C:9]2[CH:10]=[CH:11][C:12]([C:15]3[C:16](=[O:29])[N:17]([CH3:28])[C:18]([NH:21][C:22]4[CH:27]=[CH:26][CH:25]=[CH:24][CH:23]=4)=[N:19][CH:20]=3)=[N:13][CH:14]=2)[CH:5]=[CH:4][N:3]=1.[CH3:30][CH2:31][N:32]([CH2:35][CH3:36])[CH2:33]C.ClC(OC1C=CC=CC=1)=[O:39].N1CCCC1. The catalyst is C1COCC1. The product is [CH3:28][N:17]1[C:16](=[O:29])[C:15]([C:12]2[N:13]=[CH:14][C:9]([O:8][C:6]3[CH:5]=[CH:4][N:3]=[C:2]([NH:1][C:33]([N:32]4[CH2:35][CH2:36][CH2:30][CH2:31]4)=[O:39])[CH:7]=3)=[CH:10][CH:11]=2)=[CH:20][N:19]=[C:18]1[NH:21][C:22]1[CH:27]=[CH:26][CH:25]=[CH:24][CH:23]=1. The yield is 0.110. (4) The reactants are [CH3:1][O:2][C:3]1[C:11]([CH3:12])=[C:10]2[C:6]([C:7](=[O:13])[O:8][CH2:9]2)=[C:5]([O:14][CH2:15][CH2:16][Si:17]([CH3:20])([CH3:19])[CH3:18])[C:4]=1[CH2:21][CH:22]=[C:23]([CH3:26])[CH:24]=O.C(O)(=O)C(O)=O.[CH2:33]([O:35][P:36]([CH2:41][CH2:42][NH2:43])(=[O:40])[O:37][CH2:38][CH3:39])[CH3:34].C(O[BH-](OC(=O)C)OC(=O)C)(=O)C.[Na+].C(O)(=O)C. The catalyst is CN(C=O)C. The product is [CH2:38]([O:37][P:36]([CH2:41][CH2:42][NH:43][CH2:24][C:23]([CH3:26])=[CH:22][CH2:21][C:4]1[C:5]([O:14][CH2:15][CH2:16][Si:17]([CH3:20])([CH3:18])[CH3:19])=[C:6]2[C:10](=[C:11]([CH3:12])[C:3]=1[O:2][CH3:1])[CH2:9][O:8][C:7]2=[O:13])(=[O:40])[O:35][CH2:33][CH3:34])[CH3:39]. The yield is 0.960. (5) The reactants are [NH:1]1[C:11]2[C:6](=[CH:7][CH:8]=[CH:9][CH:10]=2)[C:4](=O)[C:2]1=[O:3].[NH2:12][C:13]1[CH:21]=[C:20]2[C:16]([CH:17]=[N:18][NH:19]2)=[CH:15][CH:14]=1. The catalyst is CCO.C(O)(=O)C. The product is [NH:19]1[C:20]2[C:16](=[CH:15][CH:14]=[C:13]([N:12]=[C:4]3[C:6]4[C:11](=[CH:10][CH:9]=[CH:8][CH:7]=4)[NH:1][C:2]3=[O:3])[CH:21]=2)[CH:17]=[N:18]1. The yield is 0.480. (6) The reactants are [CH3:1][S:2]([C:5]1[CH:28]=[CH:27][C:8]([O:9][C:10]2[C:11]([CH:24]=CC)=[C:12]([C:20]([O:22][CH3:23])=[O:21])[CH:13]=[C:14]([CH:19]=2)[C:15]([O:17][CH3:18])=[O:16])=[CH:7][CH:6]=1)(=[O:4])=[O:3].[O:29]=[O+][O-]. The catalyst is C(Cl)Cl.CO. The product is [CH:24]([C:11]1[C:10]([O:9][C:8]2[CH:7]=[CH:6][C:5]([S:2]([CH3:1])(=[O:4])=[O:3])=[CH:28][CH:27]=2)=[CH:19][C:14]([C:15]([O:17][CH3:18])=[O:16])=[CH:13][C:12]=1[C:20]([O:22][CH3:23])=[O:21])=[O:29]. The yield is 0.980.